Dataset: Full USPTO retrosynthesis dataset with 1.9M reactions from patents (1976-2016). Task: Predict the reactants needed to synthesize the given product. (1) Given the product [CH2:17]([N:12]1[CH2:13][CH:14]2[C:3]([C:5]3[CH:10]=[CH:9][CH:8]=[CH:7][C:6]=3[F:11])([NH:19][O:23][CH2:21]2)[CH2:2]1)[CH:16]=[CH2:15], predict the reactants needed to synthesize it. The reactants are: Br[CH2:2][C:3]([C:5]1[CH:10]=[CH:9][CH:8]=[CH:7][C:6]=1[F:11])=O.[N:12]1[CH:17]=[CH:16][CH:15]=[CH:14][CH:13]=1.Cl.[NH2:19]O.[CH2:21]([OH:23])C. (2) The reactants are: [CH3:1][O:2][C:3]1[CH:4]=[CH:5][C:6]([C:12]([OH:14])=O)=[N:7][C:8]=1[N+:9]([O-:11])=[O:10].CCN=C=NCCCN(C)C.Cl.C1C=CC2N(O)N=NC=2C=1.CCN(C(C)C)C(C)C.Cl.[F:47][C:48]1[CH:49]=[C:50]([C@@H:59]([C:61]2[C:66]([F:67])=[CH:65][CH:64]=[CH:63][N:62]=2)[NH2:60])[CH:51]=[CH:52][C:53]=1[O:54][C:55]([F:58])([F:57])[F:56]. Given the product [F:47][C:48]1[CH:49]=[C:50]([C@@H:59]([C:61]2[C:66]([F:67])=[CH:65][CH:64]=[CH:63][N:62]=2)[NH:60][C:12](=[O:14])[C:6]2[CH:5]=[CH:4][C:3]([O:2][CH3:1])=[C:8]([N+:9]([O-:11])=[O:10])[N:7]=2)[CH:51]=[CH:52][C:53]=1[O:54][C:55]([F:58])([F:57])[F:56], predict the reactants needed to synthesize it. (3) Given the product [NH2:42][C:25]1[N:26]([CH3:29])[C:27](=[O:28])[C@:9]2([N:24]=1)[C:10]1[C:15](=[CH:14][CH:13]=[C:12]([C:17]3[CH:18]=[N:19][CH:20]=[C:21]([Cl:23])[CH:22]=3)[CH:11]=1)[CH2:16][C@@:7]([CH2:6][C:5]1[CH:32]=[CH:33][C:2]([Br:1])=[CH:3][CH:4]=1)([CH3:31])[CH2:8]2, predict the reactants needed to synthesize it. The reactants are: [Br:1][C:2]1[CH:33]=[CH:32][C:5]([CH2:6][C:7]2([CH3:31])[CH2:16][C:15]3[C:10](=[CH:11][C:12]([C:17]4[CH:18]=[N:19][CH:20]=[C:21]([Cl:23])[CH:22]=4)=[CH:13][CH:14]=3)[C:9]3([C:27](=[O:28])[N:26]([CH3:29])[C:25](=S)[NH:24]3)[CH2:8]2)=[CH:4][CH:3]=1.CO.C(OO)(C)(C)C.[NH4+:42].[OH-].